From a dataset of Orexin1 receptor HTS with 218,158 compounds and 233 confirmed actives. Binary Classification. Given a drug SMILES string, predict its activity (active/inactive) in a high-throughput screening assay against a specified biological target. The compound is s1c(nn2c(nnc12)c1ccccc1)c1ccc(OC)cc1. The result is 1 (active).